From a dataset of Catalyst prediction with 721,799 reactions and 888 catalyst types from USPTO. Predict which catalyst facilitates the given reaction. (1) Reactant: [CH3:1][O:2][C:3]1[CH:4]=[C:5]2[C:10](=[CH:11][C:12]=1[O:13][CH3:14])[N:9]=[CH:8][N:7]=[C:6]2[CH:15]1[CH2:20][CH2:19][NH:18][CH2:17][CH2:16]1.[O:21]([C:28]1[CH:33]=[CH:32][C:31]([N:34]=[C:35]=[O:36])=[CH:30][CH:29]=1)[C:22]1[CH:27]=[CH:26][CH:25]=[CH:24][CH:23]=1. Product: [O:21]([C:28]1[CH:29]=[CH:30][C:31]([NH:34][C:35]([N:18]2[CH2:19][CH2:20][CH:15]([C:6]3[C:5]4[C:10](=[CH:11][C:12]([O:13][CH3:14])=[C:3]([O:2][CH3:1])[CH:4]=4)[N:9]=[CH:8][N:7]=3)[CH2:16][CH2:17]2)=[O:36])=[CH:32][CH:33]=1)[C:22]1[CH:23]=[CH:24][CH:25]=[CH:26][CH:27]=1. The catalyst class is: 3. (2) Reactant: Cl[C:2]1[CH:11]=[CH:10][N:9]=[C:8]2[C:3]=1[CH:4]=[C:5]([C:13]([NH:15][CH2:16][C:17]1[CH:22]=[CH:21][CH:20]=[C:19]([C:23]([F:26])([F:25])[F:24])[CH:18]=1)=[O:14])[C:6]([CH3:12])=[N:7]2.[NH:27]1[CH2:32][CH2:31][O:30][CH2:29][CH2:28]1. Product: [CH3:12][C:6]1[C:5]([C:13]([NH:15][CH2:16][C:17]2[CH:22]=[CH:21][CH:20]=[C:19]([C:23]([F:26])([F:25])[F:24])[CH:18]=2)=[O:14])=[CH:4][C:3]2[C:8](=[N:9][CH:10]=[CH:11][C:2]=2[N:27]2[CH2:32][CH2:31][O:30][CH2:29][CH2:28]2)[N:7]=1. The catalyst class is: 1. (3) Reactant: [N:1]1([C:6]2[N:11]=[C:10]([CH2:12]O)[CH:9]=[CH:8][CH:7]=2)[CH2:5][CH2:4][CH2:3][CH2:2]1.[Br:14]C(Br)(Br)Br.C1(P(C2C=CC=CC=2)C2C=CC=CC=2)C=CC=CC=1. Product: [Br:14][CH2:12][C:10]1[CH:9]=[CH:8][CH:7]=[C:6]([N:1]2[CH2:5][CH2:4][CH2:3][CH2:2]2)[N:11]=1. The catalyst class is: 4. (4) Reactant: Br[C:2]1[CH:3]=[C:4]2[C:8](=[CH:9][CH:10]=1)[NH:7][C:6]([C:11]([F:14])([F:13])[F:12])=[CH:5]2.[B:15]1([B:15]2[O:19][C:18]([CH3:21])([CH3:20])[C:17]([CH3:23])([CH3:22])[O:16]2)[O:19][C:18]([CH3:21])([CH3:20])[C:17]([CH3:23])([CH3:22])[O:16]1.CC([O-])=O.[K+].C(Cl)Cl. Product: [CH3:22][C:17]1([CH3:23])[C:18]([CH3:21])([CH3:20])[O:19][B:15]([C:2]2[CH:3]=[C:4]3[C:8](=[CH:9][CH:10]=2)[NH:7][C:6]([C:11]([F:14])([F:13])[F:12])=[CH:5]3)[O:16]1. The catalyst class is: 151. (5) Reactant: [C:1]([O:5][C:6]([N:8]1[CH2:12][CH2:11][CH2:10][CH:9]1[C:13](O)=O)=[O:7])([CH3:4])([CH3:3])[CH3:2].CN1CCOCC1.Cl[C:24]([O:26][CH2:27]C(C)C)=[O:25].[N+](=C)=[N-]. Product: [C:1]([O:5][C:6]([N:8]1[CH2:12][CH2:11][CH2:10][CH:9]1[CH2:13][C:24]([O:26][CH3:27])=[O:25])=[O:7])([CH3:2])([CH3:3])[CH3:4]. The catalyst class is: 1.